This data is from Catalyst prediction with 721,799 reactions and 888 catalyst types from USPTO. The task is: Predict which catalyst facilitates the given reaction. (1) Reactant: C[O:2][CH2:3][C:4]1C=CC(C#N)=CC=1.C[Mg]I.[C:15]1([CH3:21])[CH:20]=[CH:19][CH:18]=[CH:17][CH:16]=1.[CH3:22][OH:23].O. Product: [CH3:22][O:23][CH2:21][C:15]1[CH:20]=[CH:19][C:18]([C:3](=[O:2])[CH3:4])=[CH:17][CH:16]=1. The catalyst class is: 165. (2) Reactant: CC1N=CNC=1.BrCCCC[N:12]1[C:16](=[O:17])[C:15]2=[CH:18][CH:19]=[CH:20][CH:21]=[C:14]2[C:13]1=[O:22].C(N(CC)CC)C. Product: [C:16]1(=[O:17])[NH:12][C:13](=[O:22])[C:14]2=[CH:21][CH:20]=[CH:19][CH:18]=[C:15]12. The catalyst class is: 9. (3) Reactant: [Cl:1][C:2]1[CH:3]=[C:4]2[C:8](=[C:9]([CH:11]([O:14][CH2:15][C:16]3([C:29]4[CH:34]=[CH:33][C:32]([F:35])=[CH:31][CH:30]=4)[CH2:21][CH2:20][N:19]([C:22]([O:24][C:25]([CH3:28])([CH3:27])[CH3:26])=[O:23])[CH2:18][CH2:17]3)[CH2:12][F:13])[CH:10]=1)[NH:7][N:6](COCC[Si](C)(C)C)[CH2:5]2.CCCC[N+](CCCC)(CCCC)CCCC.[F-]. Product: [Cl:1][C:2]1[CH:3]=[C:4]2[C:8](=[C:9]([CH:11]([O:14][CH2:15][C:16]3([C:29]4[CH:30]=[CH:31][C:32]([F:35])=[CH:33][CH:34]=4)[CH2:21][CH2:20][N:19]([C:22]([O:24][C:25]([CH3:28])([CH3:27])[CH3:26])=[O:23])[CH2:18][CH2:17]3)[CH2:12][F:13])[CH:10]=1)[NH:7][N:6]=[CH:5]2. The catalyst class is: 28. (4) Reactant: [Cl:1][C:2]1[CH:7]=[CH:6][CH:5]=[C:4]([CH2:8][CH3:9])[C:3]=1[CH:10]([C:12]1[NH:13][CH:14]=[CH:15][N:16]=1)O.C([SiH](CC)CC)C.FC(F)(F)C(O)=O. Product: [Cl:1][C:2]1[CH:7]=[CH:6][CH:5]=[C:4]([CH2:8][CH3:9])[C:3]=1[CH2:10][C:12]1[NH:16][CH:15]=[CH:14][N:13]=1. The catalyst class is: 417. (5) Reactant: [CH3:1][C:2]1[C:10]2[C:5](=[CH:6][CH:7]=[C:8](B3OC(C)(C)C(C)(C)O3)[CH:9]=2)[NH:4][N:3]=1.Br[C:21]1[CH:22]=[C:23]([NH:27][CH:28]([C:32]2[CH:37]=[CH:36][CH:35]=[CH:34][CH:33]=2)[C:29]([NH2:31])=[O:30])[CH:24]=[N:25][CH:26]=1.C([O-])([O-])=O.[K+].[K+]. Product: [CH3:1][C:2]1[C:10]2[C:5](=[CH:6][CH:7]=[C:8]([C:21]3[CH:22]=[C:23]([NH:27][CH:28]([C:32]4[CH:37]=[CH:36][CH:35]=[CH:34][CH:33]=4)[C:29]([NH2:31])=[O:30])[CH:24]=[N:25][CH:26]=3)[CH:9]=2)[NH:4][N:3]=1. The catalyst class is: 70. (6) Reactant: FC(F)(F)C([N:5]1[C:13]2[C:8](=[C:9]([CH2:14][CH2:15][CH2:16][CH2:17][CH2:18][CH2:19][CH2:20][CH3:21])[CH:10]=[CH:11][CH:12]=2)[CH2:7][CH2:6]1)=O.C([O-])([O-])=O.[Cs+].[Cs+]. Product: [CH2:14]([C:9]1[CH:10]=[CH:11][CH:12]=[C:13]2[C:8]=1[CH2:7][CH2:6][NH:5]2)[CH2:15][CH2:16][CH2:17][CH2:18][CH2:19][CH2:20][CH3:21]. The catalyst class is: 5. (7) The catalyst class is: 24. Product: [OH:22][C:19]1[CH:20]=[CH:21][C:16]([O:15][C:11]2[C:10]([CH3:26])=[CH:9][C:8]([NH:7][C:5](=[O:6])[CH2:4][C:3]([OH:27])=[O:2])=[CH:13][C:12]=2[CH3:14])=[CH:17][C:18]=1[CH:23]([CH3:25])[CH3:24]. Reactant: C[O:2][C:3](=[O:27])[CH2:4][C:5]([NH:7][C:8]1[CH:13]=[C:12]([CH3:14])[C:11]([O:15][C:16]2[CH:21]=[CH:20][C:19]([OH:22])=[C:18]([CH:23]([CH3:25])[CH3:24])[CH:17]=2)=[C:10]([CH3:26])[CH:9]=1)=[O:6].[OH-].[K+].